From a dataset of Full USPTO retrosynthesis dataset with 1.9M reactions from patents (1976-2016). Predict the reactants needed to synthesize the given product. (1) The reactants are: [F:1][C:2]1[CH:7]=[CH:6][CH:5]=[CH:4][C:3]=1[CH:8]=[CH:9][C:10]([NH:12][C@H:13]([C:26]([O:28]C)=[O:27])[CH2:14][CH2:15][CH2:16][CH2:17][NH:18][C:19]([O:21][C:22]([CH3:25])([CH3:24])[CH3:23])=[O:20])=[O:11].[OH-].[Na+]. Given the product [F:1][C:2]1[CH:7]=[CH:6][CH:5]=[CH:4][C:3]=1[CH:8]=[CH:9][C:10]([NH:12][C@H:13]([C:26]([OH:28])=[O:27])[CH2:14][CH2:15][CH2:16][CH2:17][NH:18][C:19]([O:21][C:22]([CH3:23])([CH3:25])[CH3:24])=[O:20])=[O:11], predict the reactants needed to synthesize it. (2) Given the product [O:19]1[C:24]2[CH:25]=[CH:26][C:27]([CH2:29][NH:1][C:2]3([C:15]([NH:17][CH3:18])=[O:16])[CH2:3][CH2:4][N:5]([C:8]([O:10][C:11]([CH3:12])([CH3:13])[CH3:14])=[O:9])[CH2:6][CH2:7]3)=[CH:28][C:23]=2[O:22][CH2:21][CH2:20]1, predict the reactants needed to synthesize it. The reactants are: [NH2:1][C:2]1([C:15]([NH:17][CH3:18])=[O:16])[CH2:7][CH2:6][N:5]([C:8]([O:10][C:11]([CH3:14])([CH3:13])[CH3:12])=[O:9])[CH2:4][CH2:3]1.[O:19]1[C:24]2[CH:25]=[CH:26][C:27]([CH:29]=O)=[CH:28][C:23]=2[O:22][CH2:21][CH2:20]1.C(O[BH-](OC(=O)C)OC(=O)C)(=O)C.[Na+].C(=O)([O-])O.[Na+]. (3) Given the product [C:1]([O:5][C:6](=[O:24])[NH:7][C:8]1[CH:13]=[C:12]([N:14]([CH2:16][CH:17]([CH3:18])[CH3:19])[CH3:15])[C:11]([CH3:20])=[CH:10][C:9]=1[NH2:21])([CH3:2])([CH3:4])[CH3:3], predict the reactants needed to synthesize it. The reactants are: [C:1]([O:5][C:6](=[O:24])[NH:7][C:8]1[CH:13]=[C:12]([N:14]([CH2:16][CH:17]([CH3:19])[CH3:18])[CH3:15])[C:11]([CH3:20])=[CH:10][C:9]=1[N+:21]([O-])=O)([CH3:4])([CH3:3])[CH3:2].